From a dataset of Forward reaction prediction with 1.9M reactions from USPTO patents (1976-2016). Predict the product of the given reaction. (1) Given the reactants O=[C:2]([CH2:6][C:7](=O)[C:8]1[CH:13]=[CH:12][CH:11]=[CH:10][CH:9]=1)[C:3]([OH:5])=[O:4].S(O)(O)(=O)=O.[CH3:20][S:21][C:22](=[NH:24])[NH2:23].[O-]CC.[Na+].[OH-].[Na+], predict the reaction product. The product is: [CH3:20][S:21][C:22]1[N:24]=[C:2]([C:3]([OH:5])=[O:4])[CH:6]=[C:7]([C:8]2[CH:13]=[CH:12][CH:11]=[CH:10][CH:9]=2)[N:23]=1. (2) The product is: [Cl-:22].[CH3:16][N+:14]([CH3:15])([CH2:23][C:24]([O:26][CH2:27]/[CH:28]=[C:29](/[CH2:31][CH2:32][CH:33]=[C:34]([CH3:36])[CH3:35])\[CH3:30])=[O:25])[CH2:13][CH2:12][CH2:11][NH:10][C:1](=[O:9])[CH2:2][CH2:3][CH2:4][CH2:5][CH2:6][CH2:7][CH3:8]. Given the reactants [C:1]([NH:10][CH2:11][CH2:12][CH2:13][N:14]([CH3:16])[CH3:15])(=[O:9])[CH2:2][CH2:3][CH2:4][CH2:5][CH2:6][CH2:7][CH3:8].C(OCC)C.[Cl:22][CH2:23][C:24]([O:26][CH2:27]/[CH:28]=[C:29](/[CH2:31][CH2:32][CH:33]=[C:34]([CH3:36])[CH3:35])\[CH3:30])=[O:25].ClCC([O-])=O, predict the reaction product. (3) Given the reactants [CH3:1][O:2][C:3](=[O:15])[CH:4]([NH:7][C:8]([O:10][C:11]([CH3:14])([CH3:13])[CH3:12])=[O:9])[CH2:5][OH:6].[C:16]1(C)[CH:21]=CC(S(O)(=O)=O)=C[CH:17]=1.C(N(CC)CC)C, predict the reaction product. The product is: [CH3:1][O:2][C:3]([C@@H:4]1[CH2:5][O:6][C:16]([CH3:21])([CH3:17])[N:7]1[C:8]([O:10][C:11]([CH3:12])([CH3:14])[CH3:13])=[O:9])=[O:15]. (4) Given the reactants [Br:1][C:2]1[CH:11]=[C:10]2[C:5]([CH:6]=[CH:7][C:8]([CH:12]=O)=[N:9]2)=[CH:4][CH:3]=1.[CH3:14][NH2:15].[BH4-].[Na+].[C:18](O[C:18]([O:20][C:21]([CH3:24])([CH3:23])[CH3:22])=[O:19])([O:20][C:21]([CH3:24])([CH3:23])[CH3:22])=[O:19], predict the reaction product. The product is: [C:21]([O:20][C:18](=[O:19])[N:15]([CH2:12][C:8]1[CH:7]=[CH:6][C:5]2[C:10](=[CH:11][C:2]([Br:1])=[CH:3][CH:4]=2)[N:9]=1)[CH3:14])([CH3:24])([CH3:23])[CH3:22]. (5) Given the reactants [CH2:1]([NH:8][C:9]([SH:18])=[C:10]1[C:15](=[O:16])[CH2:14][CH2:13][CH2:12][C:11]1=[O:17])[C:2]1[CH:7]=[CH:6][CH:5]=[CH:4][CH:3]=1.[C:19]([O:23][C:24](=[O:27])[CH2:25]Br)([CH3:22])([CH3:21])[CH3:20].C(=O)([O-])[O-].[K+].[K+].O, predict the reaction product. The product is: [C:19]([O:23][C:24](=[O:27])[CH2:25][S:18][C:9]([NH:8][CH2:1][C:2]1[CH:3]=[CH:4][CH:5]=[CH:6][CH:7]=1)=[C:10]1[C:15](=[O:16])[CH2:14][CH2:13][CH2:12][C:11]1=[O:17])([CH3:22])([CH3:21])[CH3:20].